This data is from Catalyst prediction with 721,799 reactions and 888 catalyst types from USPTO. The task is: Predict which catalyst facilitates the given reaction. Reactant: [S:1]([CH2:6][C:7](O)=O)[CH2:2][C:3](O)=O.[C:10]1([NH2:17])[CH:15]=[CH:14][CH:13]=[CH:12][C:11]=1[NH2:16].[NH4+:18].[OH-]. Product: [NH:16]1[C:11]2[CH:12]=[CH:13][CH:14]=[CH:15][C:10]=2[N:17]=[C:3]1[CH2:2][S:1][CH2:6][C:7]1[NH:16][C:11]2[CH:12]=[CH:13][CH:14]=[CH:15][C:10]=2[N:18]=1. The catalyst class is: 33.